Dataset: Full USPTO retrosynthesis dataset with 1.9M reactions from patents (1976-2016). Task: Predict the reactants needed to synthesize the given product. (1) The reactants are: C(OC([NH:8][C:9]1[C:17]([O:18][CH3:19])=[N:16][CH:15]=[CH:14][C:10]=1[C:11]([OH:13])=[O:12])=O)(C)(C)C. Given the product [NH2:8][C:9]1[C:17]([O:18][CH3:19])=[N:16][CH:15]=[CH:14][C:10]=1[C:11]([OH:13])=[O:12], predict the reactants needed to synthesize it. (2) Given the product [C:41]1([C:39]2[CH:38]=[CH:37][C:29]([C:30]([O:32][C:33]([CH3:36])([CH3:35])[CH3:34])=[O:31])=[C:28]([NH:27][C:25]([C:21]3[CH:20]=[C:19]([C:1]4[CH:6]=[CH:5][CH:4]=[CH:3][CH:2]=4)[CH:24]=[CH:23][N:22]=3)=[O:26])[CH:40]=2)[CH:46]=[CH:45][CH:44]=[CH:43][CH:42]=1, predict the reactants needed to synthesize it. The reactants are: [C:1]1(OB=O)[CH:6]=[CH:5][CH:4]=[CH:3][CH:2]=1.P([O-])([O-])([O-])=O.[K+].[K+].[K+].Cl[C:19]1[CH:24]=[CH:23][N:22]=[C:21]([C:25]([NH:27][C:28]2[CH:40]=[C:39]([C:41]3[CH:46]=[CH:45][CH:44]=[CH:43][CH:42]=3)[CH:38]=[CH:37][C:29]=2[C:30]([O:32][C:33]([CH3:36])([CH3:35])[CH3:34])=[O:31])=[O:26])[CH:20]=1.C(O)(=O)CC(CC(O)=O)(C(O)=O)O.